Dataset: Full USPTO retrosynthesis dataset with 1.9M reactions from patents (1976-2016). Task: Predict the reactants needed to synthesize the given product. (1) Given the product [NH2:1][C:2]1[S:3][C@:4]2([CH2:28][CH2:29][CH2:30][OH:31])[C@H:6]([C@:7]([C:11]3[CH:16]=[C:15]([NH:17][C:18](=[O:26])[C:19]4[CH:24]=[CH:23][C:22]([Cl:25])=[CH:21][N:20]=4)[CH:14]=[CH:13][C:12]=3[F:27])([CH2:9][F:10])[N:8]=1)[CH2:5]2, predict the reactants needed to synthesize it. The reactants are: [NH2:1][C:2]1[S:3][C@:4]2(/[CH:28]=[CH:29]/[C:30](OCC)=[O:31])[C@H:6]([C@:7]([C:11]3[CH:16]=[C:15]([NH:17][C:18](=[O:26])[C:19]4[CH:24]=[CH:23][C:22]([Cl:25])=[CH:21][N:20]=4)[CH:14]=[CH:13][C:12]=3[F:27])([CH2:9][F:10])[N:8]=1)[CH2:5]2.[BH4-].[Li+].CO. (2) Given the product [ClH:40].[NH2:7][CH2:8][CH2:9][NH:10][C:11]1[S:12][C:13](=[CH:17][C:18]2[CH:23]=[CH:22][C:21]([O:24][C:25]3[CH:30]=[CH:29][C:28]([C:31]#[N:32])=[CH:27][C:26]=3[C:33]([F:35])([F:34])[F:36])=[C:20]([O:37][CH3:38])[CH:19]=2)[C:14](=[O:16])[N:15]=1, predict the reactants needed to synthesize it. The reactants are: C(OC(=O)[NH:7][CH2:8][CH2:9][NH:10][C:11]1[S:12][C:13](=[CH:17][C:18]2[CH:23]=[CH:22][C:21]([O:24][C:25]3[CH:30]=[CH:29][C:28]([C:31]#[N:32])=[CH:27][C:26]=3[C:33]([F:36])([F:35])[F:34])=[C:20]([O:37][CH3:38])[CH:19]=2)[C:14](=[O:16])[N:15]=1)(C)(C)C.[ClH:40].C(OCC)C. (3) Given the product [OH:11][C:8]1[C:9]([OH:10])=[C:4]2[C:5]([C:12](=[O:14])[CH:13]=[C:12]([C:5]3[CH:6]=[CH:7][C:8]([OH:1])=[C:9]([OH:10])[CH:4]=3)[O:3]2)=[CH:6][CH:7]=1, predict the reactants needed to synthesize it. The reactants are: [OH-:1].[Li+].[OH:3][C:4]1[C:9]([OH:10])=[C:8]([OH:11])[CH:7]=[CH:6][C:5]=1[C:12](=[O:14])[CH3:13].Cl.B(Br)(Br)Br. (4) Given the product [NH2:8][C:5]1[CH:6]=[CH:7][C:2]([CH3:1])=[C:3]([NH:11][C:12]([C:14]2[CH:15]=[C:16]3[CH:22]=[C:21]([C:23](=[O:25])[CH3:24])[NH:20][C:17]3=[N:18][CH:19]=2)=[O:13])[CH:4]=1, predict the reactants needed to synthesize it. The reactants are: [CH3:1][C:2]1[CH:7]=[CH:6][C:5]([N+:8]([O-])=O)=[CH:4][C:3]=1[NH:11][C:12]([C:14]1[CH:15]=[C:16]2[CH:22]=[C:21]([C:23](=[O:25])[CH3:24])[NH:20][C:17]2=[N:18][CH:19]=1)=[O:13].[H][H]. (5) The reactants are: CS([C:5]1[N:10]=[CH:9][C:8]([C:11]([O:13][CH2:14][CH3:15])=[O:12])=[CH:7][N:6]=1)(=O)=O.[OH-].[NH4+:17]. Given the product [NH2:17][C:5]1[N:10]=[CH:9][C:8]([C:11]([O:13][CH2:14][CH3:15])=[O:12])=[CH:7][N:6]=1, predict the reactants needed to synthesize it. (6) Given the product [F:1][CH:2]([F:24])[C:3]1[N:14]([S:15]([C:18]2[CH:23]=[CH:22][CH:21]=[CH:20][CH:19]=2)(=[O:17])=[O:16])[C:6]2=[N:7][CH:8]=[CH:9][C:10]([C:26]3[S:30][C:29]([S:31]([N:34]4[CH:38]=[CH:37][N:36]=[CH:35]4)(=[O:33])=[O:32])=[CH:28][CH:27]=3)=[C:5]2[CH:4]=1, predict the reactants needed to synthesize it. The reactants are: [F:1][CH:2]([F:24])[C:3]1[N:14]([S:15]([C:18]2[CH:23]=[CH:22][CH:21]=[CH:20][CH:19]=2)(=[O:17])=[O:16])[C:6]2=[N:7][CH:8]=[CH:9][C:10](B(O)O)=[C:5]2[CH:4]=1.Br[C:26]1[S:30][C:29]([S:31]([N:34]2[CH:38]=[CH:37][N:36]=[CH:35]2)(=[O:33])=[O:32])=[CH:28][CH:27]=1.C(=O)([O-])[O-].[Na+].[Na+].O1CCOCC1. (7) Given the product [CH2:1]([O:8][C:9]1[CH:14]=[C:13]2[C:12](=[CH:11][C:10]=1[Cl:21])[NH:18][CH:16]=[CH:15]2)[C:2]1[CH:7]=[CH:6][CH:5]=[CH:4][CH:3]=1, predict the reactants needed to synthesize it. The reactants are: [CH2:1]([O:8][C:9]1[C:10]([Cl:21])=[CH:11][C:12]([N+:18]([O-])=O)=[C:13]([CH2:15][C:16]#N)[CH:14]=1)[C:2]1[CH:7]=[CH:6][CH:5]=[CH:4][CH:3]=1.C(O)(=O)C.O. (8) Given the product [OH:18][Si:4]([CH:15]([CH3:17])[CH3:16])([CH:1]([CH3:3])[CH3:2])[C:5]1[CH:6]=[C:7]([CH:12]=[CH:13][CH:14]=1)[C:8]([OH:10])=[O:9], predict the reactants needed to synthesize it. The reactants are: [CH:1]([SiH:4]([CH:15]([CH3:17])[CH3:16])[C:5]1[CH:6]=[C:7]([CH:12]=[CH:13][CH:14]=1)[C:8]([O:10]C)=[O:9])([CH3:3])[CH3:2].[OH-:18].[Na+].